From a dataset of Full USPTO retrosynthesis dataset with 1.9M reactions from patents (1976-2016). Predict the reactants needed to synthesize the given product. (1) The reactants are: CC([CH:5]([C:9]1[CH:14]=[CH:13][CH:12]=[CH:11][C:10]=1[NH:15][C:16](=[O:31])[CH2:17][O:18][C:19]1[CH:24]=[CH:23][C:22]([C:25]2[CH:30]=[CH:29][CH:28]=[CH:27][CH:26]=2)=[CH:21][CH:20]=1)[C:6]([O-:8])=[O:7])(C)C.C(O)(C(F)(F)F)=O. Given the product [C:22]1([C:25]2[CH:30]=[CH:29][CH:28]=[CH:27][CH:26]=2)[CH:21]=[CH:20][C:19]([O:18][CH2:17][C:16]([NH:15][C:10]2[CH:11]=[CH:12][CH:13]=[CH:14][C:9]=2[CH2:5][C:6]([OH:8])=[O:7])=[O:31])=[CH:24][CH:23]=1, predict the reactants needed to synthesize it. (2) Given the product [CH:2]([C:5]1[CH:10]=[CH:9][N:8]=[C:7]([C:11]2[N:19]([CH2:20][C:21]3[CH:26]=[CH:25][C:24]([C:27]([F:30])([F:29])[F:28])=[CH:23][CH:22]=3)[C:18]3[C:13](=[N:14][C:15]([C:38]([OH:40])=[O:39])=[N:16][C:17]=3[NH:31][C@@H:32]([CH:34]3[CH2:35][CH2:36][CH2:37]3)[CH3:33])[N:12]=2)[CH:6]=1)([CH2:3][CH3:4])[CH3:1], predict the reactants needed to synthesize it. The reactants are: [CH3:1]/[C:2](/[C:5]1[CH:10]=[CH:9][N:8]=[C:7]([C:11]2[N:19]([CH2:20][C:21]3[CH:26]=[CH:25][C:24]([C:27]([F:30])([F:29])[F:28])=[CH:23][CH:22]=3)[C:18]3[C:13](=[N:14][C:15]([C:38]([OH:40])=[O:39])=[N:16][C:17]=3[NH:31][C@@H:32]([CH:34]3[CH2:37][CH2:36][CH2:35]3)[CH3:33])[N:12]=2)[CH:6]=1)=[CH:3]/[CH3:4]. (3) Given the product [C:10]([O:14][C:15]([N:17]1[CH2:22][CH2:21][C:20]([NH:25][C:26]([O:28][CH2:29][C:30]2[CH:35]=[CH:34][CH:33]=[CH:32][CH:31]=2)=[O:27])([CH2:23][F:7])[CH2:19][CH2:18]1)=[O:16])([CH3:13])([CH3:12])[CH3:11], predict the reactants needed to synthesize it. The reactants are: C(N(S(F)(F)[F:7])CC)C.[C:10]([O:14][C:15]([N:17]1[CH2:22][CH2:21][C:20]([NH:25][C:26]([O:28][CH2:29][C:30]2[CH:35]=[CH:34][CH:33]=[CH:32][CH:31]=2)=[O:27])([CH2:23]O)[CH2:19][CH2:18]1)=[O:16])([CH3:13])([CH3:12])[CH3:11].O. (4) Given the product [NH2:1][C:2]1[N:3]([CH3:26])[C:4](=[O:25])[C:5]([C:7]2[CH:8]=[CH:9][C:10]([O:13][CH:14]([F:15])[F:16])=[CH:11][CH:12]=2)([C:17]2[CH:24]=[CH:23][CH:22]=[C:19]([CH2:20][N:28]([CH3:29])[CH3:27])[CH:18]=2)[N:6]=1, predict the reactants needed to synthesize it. The reactants are: [NH2:1][C:2]1[N:3]([CH3:26])[C:4](=[O:25])[C:5]([C:17]2[CH:18]=[C:19]([CH:22]=[CH:23][CH:24]=2)[CH:20]=O)([C:7]2[CH:12]=[CH:11][C:10]([O:13][CH:14]([F:16])[F:15])=[CH:9][CH:8]=2)[N:6]=1.[CH3:27][NH:28][CH3:29].C(O[BH-](OC(=O)C)OC(=O)C)(=O)C.[Na+].[OH-].[Na+].